Dataset: Forward reaction prediction with 1.9M reactions from USPTO patents (1976-2016). Task: Predict the product of the given reaction. (1) The product is: [C:1]1([C:6]([NH:12][CH2:10][CH3:11])=[O:8])[CH2:5][CH2:4][CH2:3][CH:2]=1. Given the reactants [C:1]1([C:6]([OH:8])=O)[CH2:5][CH2:4][CH2:3][CH:2]=1.[Cl-].[CH2:10]([NH2:12])[CH3:11], predict the reaction product. (2) Given the reactants [Si]([O:8][C:9]1[CH:16]=[CH:15][C:12]([C:13]#N)=[C:11]([F:17])[CH:10]=1)(C(C)(C)C)(C)C.[CH:18]1([Mg]Br)[CH2:21][CH2:20][CH2:19]1.C([O:26]CC)C.[Mg].II.BrC1CCC1.Cl, predict the reaction product. The product is: [CH:18]1([C:13]([C:12]2[CH:15]=[CH:16][C:9]([OH:8])=[CH:10][C:11]=2[F:17])=[O:26])[CH2:21][CH2:20][CH2:19]1. (3) Given the reactants [CH3:1][CH:2]1[CH2:4][N:3]1[P:5](=[O:10])([O:8][CH3:9])[O:6][CH3:7].[C:11]1([Mg]Cl)[CH:16]=[CH:15][CH:14]=[CH:13][CH:12]=1, predict the reaction product. The product is: [C:11]1([CH2:4][CH:2]([NH:3][P:5](=[O:10])([O:8][CH3:9])[O:6][CH3:7])[CH3:1])[CH:16]=[CH:15][CH:14]=[CH:13][CH:12]=1. (4) The product is: [Cl:1][C:2]1[CH:3]=[CH:4][C:5]([CH2:12][N:13]2[CH:17]=[CH:16][CH:15]=[N:14]2)=[C:6]([S:8]([Cl:19])(=[O:10])=[O:9])[CH:7]=1. Given the reactants [Cl:1][C:2]1[CH:3]=[CH:4][C:5]([CH2:12][N:13]2[CH:17]=[CH:16][CH:15]=[N:14]2)=[C:6]([S:8]([O-])(=[O:10])=[O:9])[CH:7]=1.[NH4+].[Cl:19]P(Cl)(Cl)(Cl)Cl.P(Cl)(Cl)(Cl)(Cl)Cl, predict the reaction product. (5) Given the reactants C1(O[C:8](=[O:27])[NH:9][C:10]2[S:11][C:12]3[C:13]([N:21]4[CH2:26][CH2:25][O:24][CH2:23][CH2:22]4)=[N:14][CH:15]=[C:16]([O:19][CH3:20])[C:17]=3[N:18]=2)C=CC=CC=1.FC(F)(F)C(O)=O.[CH3:35][O:36][CH2:37][C:38]1([CH3:44])[CH2:43][CH2:42][NH:41][CH2:40][CH2:39]1.C(N(CC)C(C)C)(C)C, predict the reaction product. The product is: [CH3:20][O:19][C:16]1[C:17]2[N:18]=[C:10]([NH:9][C:8]([N:41]3[CH2:42][CH2:43][C:38]([CH2:37][O:36][CH3:35])([CH3:44])[CH2:39][CH2:40]3)=[O:27])[S:11][C:12]=2[C:13]([N:21]2[CH2:22][CH2:23][O:24][CH2:25][CH2:26]2)=[N:14][CH:15]=1. (6) Given the reactants [Cl:1][C:2]1[S:6][C:5]([C:7]2[N:12]=[C:11]([NH:13][C:14]3[CH:19]=[CH:18][C:17]([B:20]4[O:24]C(C)(C)C(C)(C)[O:21]4)=[CH:16][CH:15]=3)[C:10]([CH2:29][CH3:30])=[C:9]([CH3:31])[N:8]=2)=[CH:4][CH:3]=1.F.[F-].[K+].O, predict the reaction product. The product is: [Cl:1][C:2]1[S:6][C:5]([C:7]2[N:12]=[C:11]([NH:13][C:14]3[CH:19]=[CH:18][C:17]([B:20]([OH:24])[OH:21])=[CH:16][CH:15]=3)[C:10]([CH2:29][CH3:30])=[C:9]([CH3:31])[N:8]=2)=[CH:4][CH:3]=1. (7) The product is: [CH2:26]([C:21]1[CH:20]=[CH:19][C:18]2[C:23](=[CH:24][CH:25]=[C:16]3[O:15][CH2:14][CH:13]([CH2:12][N:35]4[CH2:36][CH:37]=[C:38]([C:41]5[C:49]6[C:44](=[CH:45][CH:46]=[CH:47][CH:48]=6)[NH:43][CH:42]=5)[CH2:39][CH2:40]4)[O:28][C:17]3=2)[N:22]=1)[CH3:27]. Given the reactants CC1C=CC(S(O[CH2:12][C@@H:13]2[O:28][C:17]3=[C:18]4[C:23](=[CH:24][CH:25]=[C:16]3[O:15][CH2:14]2)[N:22]=[C:21]([CH2:26][CH3:27])[CH:20]=[CH:19]4)(=O)=O)=CC=1.C(=O)([O-])[O-].[K+].[K+].[NH:35]1[CH2:40][CH:39]=[C:38]([C:41]2[C:49]3[C:44](=[CH:45][CH:46]=[CH:47][CH:48]=3)[NH:43][CH:42]=2)[CH2:37][CH2:36]1, predict the reaction product. (8) Given the reactants [F:1][C:2]([F:26])([F:25])[CH2:3][NH:4][C:5]([C:7]1([CH2:20][CH2:21][CH2:22][CH2:23]Br)[C:19]2[CH:18]=[CH:17][CH:16]=[CH:15][C:14]=2[C:13]2[C:8]1=[CH:9][CH:10]=[CH:11][CH:12]=2)=[O:6].[C:27]([N:34]1[CH2:39][CH2:38][NH:37][CH2:36][CH2:35]1)([O:29][C:30]([CH3:33])([CH3:32])[CH3:31])=[O:28], predict the reaction product. The product is: [F:1][C:2]([F:26])([F:25])[CH2:3][NH:4][C:5]([C:7]1([CH2:20][CH2:21][CH2:22][CH2:23][N:37]2[CH2:36][CH2:35][N:34]([C:27]([O:29][C:30]([CH3:33])([CH3:32])[CH3:31])=[O:28])[CH2:39][CH2:38]2)[C:19]2[CH:18]=[CH:17][CH:16]=[CH:15][C:14]=2[C:13]2[C:8]1=[CH:9][CH:10]=[CH:11][CH:12]=2)=[O:6]. (9) Given the reactants [CH3:1][C:2]1[C:3]([CH3:12])=[CH:4][C:5]2[S:9][C:8]([NH2:10])=[N:7][C:6]=2[CH:11]=1.[F:13][C:14]([F:25])([F:24])[C:15]1[CH:16]=[C:17]([CH:21]=[CH:22][CH:23]=1)[C:18](Cl)=[O:19].C[O:27][C:28]1[CH:37]=CC2N=C(N)SC=2C=1.ClC1C=C(C=CC=1)C(Cl)=[O:43], predict the reaction product. The product is: [CH3:1][C:2]1[C:3]([CH3:12])=[CH:4][C:5]2[S:9][C:8](=[N:10][C:18](=[O:19])[C:17]3[CH:21]=[CH:22][CH:23]=[C:15]([C:14]([F:25])([F:24])[F:13])[CH:16]=3)[N:7]([CH2:37][C:28]([OH:27])=[O:43])[C:6]=2[CH:11]=1.